This data is from Forward reaction prediction with 1.9M reactions from USPTO patents (1976-2016). The task is: Predict the product of the given reaction. (1) Given the reactants [CH2:1]([OH:4])[CH2:2][OH:3].Cl[C:6]1[CH:11]=[C:10]([O:12][CH:13]2[CH2:22][CH2:21][C:16]3([O:20][CH2:19][CH2:18][O:17]3)[CH2:15][CH2:14]2)[N:9]=[C:8]([C:23]([F:26])([F:25])[F:24])[N:7]=1.[H-].[Na+], predict the reaction product. The product is: [O:20]1[C:16]2([CH2:21][CH2:22][CH:13]([O:12][C:10]3[N:9]=[C:8]([C:23]([F:26])([F:25])[F:24])[N:7]=[C:6]([O:3][CH2:2][CH2:1][OH:4])[CH:11]=3)[CH2:14][CH2:15]2)[O:17][CH2:18][CH2:19]1. (2) Given the reactants ClC1C=CC=CC=1[C:8]1[CH:16]=[CH:15][CH:14]=[CH:13][C:9]=1[C:10](O)=[O:11].N1(O)C2C=CC=CC=2N=N1.C1(N=C=N)CCCCC1.[CH:36]1([N:40]2[CH2:46][CH2:45][C:44]3[CH:47]=[CH:48][C:49]([N:51]4[CH2:56][CH2:55][NH:54][CH2:53][CH2:52]4)=[CH:50][C:43]=3[CH2:42][CH2:41]2)[CH2:39][CH2:38][CH2:37]1.[Cl:57]CCl, predict the reaction product. The product is: [Cl:57][C:8]1[CH:16]=[CH:15][CH:14]=[CH:13][C:9]=1[C:10]([N:54]1[CH2:55][CH2:56][N:51]([C:49]2[CH:48]=[CH:47][C:44]3[CH2:45][CH2:46][N:40]([CH:36]4[CH2:39][CH2:38][CH2:37]4)[CH2:41][CH2:42][C:43]=3[CH:50]=2)[CH2:52][CH2:53]1)=[O:11].